Dataset: Forward reaction prediction with 1.9M reactions from USPTO patents (1976-2016). Task: Predict the product of the given reaction. (1) Given the reactants C(OC([NH:11][C:12]1([C:25]([F:28])([F:27])[F:26])[CH2:17][CH2:16][N:15]([C:18]([O:20][C:21]([CH3:24])([CH3:23])[CH3:22])=[O:19])[CH2:14][CH2:13]1)=O)C1C=CC=CC=1, predict the reaction product. The product is: [NH2:11][C:12]1([C:25]([F:28])([F:26])[F:27])[CH2:13][CH2:14][N:15]([C:18]([O:20][C:21]([CH3:24])([CH3:22])[CH3:23])=[O:19])[CH2:16][CH2:17]1. (2) Given the reactants C(OC([N:8]1[CH2:13][CH2:12][CH:11]([C:14]2[CH:19]=[C:18]([OH:20])[N:17]=[C:16]([N:21]3[CH2:26][CH2:25][CH2:24][CH2:23][CH2:22]3)[N:15]=2)[CH2:10][CH2:9]1)=O)(C)(C)C.[ClH:27], predict the reaction product. The product is: [ClH:27].[NH:8]1[CH2:13][CH2:12][CH:11]([C:14]2[N:15]=[C:16]([N:21]3[CH2:22][CH2:23][CH2:24][CH2:25][CH2:26]3)[N:17]=[C:18]([OH:20])[CH:19]=2)[CH2:10][CH2:9]1.